From a dataset of Reaction yield outcomes from USPTO patents with 853,638 reactions. Predict the reaction yield, written as a fraction of the theoretical maximum amount of product (1.0 means a 100% yield; for example, 0.34 means a 34% yield). The reactants are [C:1]1([C:7]2[CH:15]=[C:14]3[C:10]([CH2:11][C:12](=[O:16])[NH:13]3)=[CH:9][CH:8]=2)[CH:6]=[CH:5][CH:4]=[CH:3][CH:2]=1.[CH2:17]([N:19]([CH2:34][CH3:35])[CH2:20][CH2:21][O:22][C:23]1[CH:24]=[C:25]2[C:29](=[CH:30][CH:31]=1)[NH:28][C:27]([CH:32]=O)=[CH:26]2)[CH3:18].N1CCCCC1. The catalyst is C(O)C. The product is [CH2:34]([N:19]([CH2:17][CH3:18])[CH2:20][CH2:21][O:22][C:23]1[CH:24]=[C:25]2[C:29](=[CH:30][CH:31]=1)[NH:28][C:27]([CH:32]=[C:11]1[C:10]3[C:14](=[CH:15][C:7]([C:1]4[CH:2]=[CH:3][CH:4]=[CH:5][CH:6]=4)=[CH:8][CH:9]=3)[NH:13][C:12]1=[O:16])=[CH:26]2)[CH3:35]. The yield is 0.720.